Dataset: Peptide-MHC class II binding affinity with 134,281 pairs from IEDB. Task: Regression. Given a peptide amino acid sequence and an MHC pseudo amino acid sequence, predict their binding affinity value. This is MHC class II binding data. The binding affinity (normalized) is 0.172. The peptide sequence is GSDPKKLVLDIKYTR. The MHC is DRB1_1001 with pseudo-sequence DRB1_1001.